Task: Predict the reactants needed to synthesize the given product.. Dataset: Full USPTO retrosynthesis dataset with 1.9M reactions from patents (1976-2016) Given the product [CH3:1][S:2]([C:3]1[N:8]=[C:7]([NH:9][C:10]2[S:11][C:12]3[CH:18]=[CH:17][CH:16]=[CH:15][C:13]=3[N:14]=2)[CH:6]=[C:5]([CH2:19][C:20]2[CH:25]=[CH:24][CH:23]=[CH:22][CH:21]=2)[N:4]=1)=[O:26], predict the reactants needed to synthesize it. The reactants are: [CH3:1][S:2][C:3]1[N:8]=[C:7]([NH:9][C:10]2[S:11][C:12]3[CH:18]=[CH:17][CH:16]=[CH:15][C:13]=3[N:14]=2)[CH:6]=[C:5]([CH2:19][C:20]2[CH:25]=[CH:24][CH:23]=[CH:22][CH:21]=2)[N:4]=1.[OH:26]OS([O-])=O.[K+].ClCCl.